Dataset: Forward reaction prediction with 1.9M reactions from USPTO patents (1976-2016). Task: Predict the product of the given reaction. (1) Given the reactants Br[CH2:2][C:3]([O:5][CH2:6][CH3:7])=[O:4].[CH2:8]([NH2:11])[CH:9]=[CH2:10], predict the reaction product. The product is: [CH2:6]([O:5][C:3](=[O:4])[CH2:2][NH:11][CH2:8][CH:9]=[CH2:10])[CH3:7]. (2) Given the reactants [H-].[Na+].[C:3]([CH2:5]P(=O)(OCC)OCC)#[N:4].[CH2:14]([O:21][C@@H:22]1[C@H:26]([O:27][CH2:28][C:29]2[CH:34]=[CH:33][CH:32]=[CH:31][CH:30]=2)[C@@H:25]([CH2:35][O:36][CH2:37][C:38]2[CH:43]=[CH:42][CH:41]=[CH:40][CH:39]=2)[O:24][CH:23]1O)[C:15]1[CH:20]=[CH:19][CH:18]=[CH:17][CH:16]=1, predict the reaction product. The product is: [CH2:14]([O:21][C@@H:22]1[C@H:26]([O:27][CH2:28][C:29]2[CH:34]=[CH:33][CH:32]=[CH:31][CH:30]=2)[C@@H:25]([CH2:35][O:36][CH2:37][C:38]2[CH:39]=[CH:40][CH:41]=[CH:42][CH:43]=2)[O:24][CH:23]1[CH2:5][C:3]#[N:4])[C:15]1[CH:20]=[CH:19][CH:18]=[CH:17][CH:16]=1. (3) Given the reactants [Cl:1][C:2]1[C:7]([N+:8]([O-])=O)=[CH:6][CH:5]=[CH:4][C:3]=1[CH:11]([F:13])[F:12].[OH-].[Na+], predict the reaction product. The product is: [Cl:1][C:2]1[C:3]([CH:11]([F:12])[F:13])=[CH:4][CH:5]=[CH:6][C:7]=1[NH2:8]. (4) Given the reactants Cl[C:2]1[C:11]2=[N:12][N:13](CC3C=CC(OC)=CC=3)[CH:14]=[C:10]2[C:9]2[CH:8]=[C:7]([O:24][CH3:25])[CH:6]=[CH:5][C:4]=2[N:3]=1.[NH:26]1[CH2:30][CH2:29][N:28]=[C:27]1[C:31]1[CH:37]=[CH:36][C:34]([NH2:35])=[CH:33][CH:32]=1.Cl, predict the reaction product. The product is: [NH:28]1[CH2:29][CH2:30][N:26]=[C:27]1[C:31]1[CH:37]=[CH:36][C:34]([NH:35][C:2]2[C:11]3=[N:12][NH:13][CH:14]=[C:10]3[C:9]3[CH:8]=[C:7]([O:24][CH3:25])[CH:6]=[CH:5][C:4]=3[N:3]=2)=[CH:33][CH:32]=1. (5) The product is: [Cl:23][C:6]1[CH:5]=[C:4]([C:24]2[CH:29]=[CH:28][C:27]([C:30]([N:68]3[CH2:69][CH2:70][CH:65]([C:64]([F:72])([F:71])[F:63])[CH2:66][CH2:67]3)=[O:31])=[CH:26][CH:25]=2)[CH:3]=[C:2]([Cl:1])[C:7]=1[CH2:8][C@@H:9]1[CH2:13][CH2:12][N:11]([C@H:14]2[CH2:19][CH2:18][C@H:17]([O:20][CH3:21])[CH2:16][CH2:15]2)[C:10]1=[O:22]. Given the reactants [Cl:1][C:2]1[CH:3]=[C:4]([C:24]2[CH:29]=[CH:28][C:27]([C:30](O)=[O:31])=[CH:26][CH:25]=2)[CH:5]=[C:6]([Cl:23])[C:7]=1[CH2:8][C@@H:9]1[CH2:13][CH2:12][N:11]([C@H:14]2[CH2:19][CH2:18][C@H:17]([O:20][CH3:21])[CH2:16][CH2:15]2)[C:10]1=[O:22].Cl.CN(C)CCCN=C=NCC.CN1CCOCC1.OC1C2N=NNC=2C=CC=1.Cl.[F:63][C:64]([F:72])([F:71])[CH:65]1[CH2:70][CH2:69][NH:68][CH2:67][CH2:66]1, predict the reaction product. (6) Given the reactants [CH2:1]([O:3][C:4]([C:6]1[S:10][C:9]([C:11]2[CH:20]=[C:19]([C:21]#[N:22])[C:18]3[C:13](=[CH:14][C:15]([O:23]CC4C=CC=CC=4)=[CH:16][CH:17]=3)[CH:12]=2)=[N:8][C:7]=1[CH3:31])=[O:5])[CH3:2], predict the reaction product. The product is: [CH2:1]([O:3][C:4]([C:6]1[S:10][C:9]([C:11]2[CH:20]=[C:19]([C:21]#[N:22])[C:18]3[C:13](=[CH:14][C:15]([OH:23])=[CH:16][CH:17]=3)[CH:12]=2)=[N:8][C:7]=1[CH3:31])=[O:5])[CH3:2].